Task: Predict which catalyst facilitates the given reaction.. Dataset: Catalyst prediction with 721,799 reactions and 888 catalyst types from USPTO (1) Product: [F:3][C:4]1[CH:11]=[CH:10][C:7](/[CH:8]=[C:18](\[CH:13]([CH3:12])[C:14]([OH:16])=[O:15])/[C:19]([OH:21])=[O:20])=[CH:6][CH:5]=1. The catalyst class is: 11. Reactant: [H-].[Na+].[F:3][C:4]1[CH:11]=[CH:10][C:7]([CH:8]=O)=[CH:6][CH:5]=1.[CH3:12][CH:13]([CH2:18][C:19]([O:21]C)=[O:20])[C:14]([O:16]C)=[O:15].CO. (2) Reactant: [Cl:1][C:2]1[CH:3]=[C:4]([CH:8]2[C:13]([C:14]([O:16][CH2:17][C:18]3[CH:23]=[CH:22][CH:21]=[CH:20][CH:19]=3)=[O:15])=[C:12]([CH3:24])[NH:11][C:10]([O:25]C)=[N:9]2)[CH:5]=[CH:6][CH:7]=1.ClC(O[C:31]1[CH:36]=[CH:35][C:34]([N+]([O-])=O)=[CH:33][CH:32]=1)=O.[C:40](=[O:43])([O-])O.[Na+]. Product: [Cl:1][C:2]1[CH:3]=[C:4]([CH:8]2[C:13]([C:14]([O:16][CH2:17][C:18]3[CH:23]=[CH:22][CH:21]=[CH:20][CH:19]=3)=[O:15])=[C:12]([CH3:24])[NH:11][C:10](=[O:25])[N:9]2[C:40](=[O:43])[NH:11][CH2:12][CH2:13][CH:8]([C:31]2[CH:32]=[CH:33][CH:34]=[CH:35][CH:36]=2)[C:4]2[CH:5]=[CH:6][CH:7]=[CH:2][CH:3]=2)[CH:5]=[CH:6][CH:7]=1. The catalyst class is: 4. (3) Reactant: [O:1]=[C:2]([NH:9][CH:10]([C:12]1[O:13][C:14]2[CH:20]=[C:19]([CH2:21][CH2:22][C:23]3[CH:28]=[CH:27][C:26]([O:29][CH2:30][CH2:31][CH3:32])=[CH:25][CH:24]=3)[CH:18]=[CH:17][C:15]=2[CH:16]=1)[CH3:11])[CH2:3][C:4]([O:6]CC)=[O:5].[OH-].[Na+].Cl. Product: [O:1]=[C:2]([NH:9][CH:10]([C:12]1[O:13][C:14]2[CH:20]=[C:19]([CH2:21][CH2:22][C:23]3[CH:24]=[CH:25][C:26]([O:29][CH2:30][CH2:31][CH3:32])=[CH:27][CH:28]=3)[CH:18]=[CH:17][C:15]=2[CH:16]=1)[CH3:11])[CH2:3][C:4]([OH:6])=[O:5]. The catalyst class is: 36. (4) Reactant: [OH:1][C:2]1[CH:3]=[C:4]([CH3:10])[C:5]([C:8]#[N:9])=[N:6][CH:7]=1.[C:28]1(P([C:24]2[CH:29]=[CH:28][CH:27]=CC=2)[C:28]2[CH:27]=CC=[CH:24][CH:29]=2)[CH:27]=CC=[CH:24][CH:29]=1.N(C(OC(C)C)=O)=NC(OC(C)C)=O.C1(CO)CC1. Product: [CH:29]1([CH2:24][O:1][C:2]2[CH:3]=[C:4]([CH3:10])[C:5]([C:8]#[N:9])=[N:6][CH:7]=2)[CH2:27][CH2:28]1. The catalyst class is: 1. (5) Reactant: [C:1]([O:5][CH2:6][C:7]1[CH:12]=[CH:11][CH:10]=[CH:9][CH:8]=1)(=[O:4])[CH:2]=[CH2:3].CO[CH2:15][N:16]([CH2:22][C:23]1[CH:28]=[CH:27][CH:26]=[CH:25][CH:24]=1)[CH2:17][Si](C)(C)C.C(O)(C(F)(F)F)=O. Product: [CH2:22]([N:16]1[CH2:15][CH2:3][CH:2]([C:1]([O:5][CH2:6][C:7]2[CH:12]=[CH:11][CH:10]=[CH:9][CH:8]=2)=[O:4])[CH2:17]1)[C:23]1[CH:24]=[CH:25][CH:26]=[CH:27][CH:28]=1. The catalyst class is: 2.